From a dataset of TCR-epitope binding with 47,182 pairs between 192 epitopes and 23,139 TCRs. Binary Classification. Given a T-cell receptor sequence (or CDR3 region) and an epitope sequence, predict whether binding occurs between them. (1) The epitope is KLWAQCVQL. The TCR CDR3 sequence is CASRAQGWDIQYF. Result: 1 (the TCR binds to the epitope). (2) The epitope is TLIGDCATV. The TCR CDR3 sequence is CASSQAGGHNEQFF. Result: 1 (the TCR binds to the epitope). (3) The epitope is NYSGVVTTVMF. The TCR CDR3 sequence is CASSLRGNYGYTF. Result: 1 (the TCR binds to the epitope). (4) The epitope is GTITVEELK. The TCR CDR3 sequence is CASSHLGGDRYMNEQFF. Result: 0 (the TCR does not bind to the epitope). (5) The epitope is ATDALMTGY. The TCR CDR3 sequence is CAISESMNTEAFF. Result: 0 (the TCR does not bind to the epitope). (6) The epitope is FLKEKGGL. The TCR CDR3 sequence is CAISESGYGGPPGANVLTF. Result: 1 (the TCR binds to the epitope). (7) The epitope is TLIGDCATV. The TCR CDR3 sequence is CATSDQAGPSTDTQYF. Result: 1 (the TCR binds to the epitope). (8) The epitope is KRWIILGLNK. The TCR CDR3 sequence is CASSSPGTGVWAQYF. Result: 0 (the TCR does not bind to the epitope).